Dataset: Reaction yield outcomes from USPTO patents with 853,638 reactions. Task: Predict the reaction yield, written as a fraction of the theoretical maximum amount of product (1.0 means a 100% yield; for example, 0.34 means a 34% yield). (1) The reactants are [C:1]([C:3]1[CH:8]=[CH:7][N:6]=[C:5]([C:9]([N:11]2[CH2:30][CH2:29][C:14]3[N:15]=[C:16]([NH:19][CH:20]4[CH2:28][C:27]5[C:22](=[CH:23][CH:24]=[CH:25][CH:26]=5)[CH2:21]4)[N:17]=[CH:18][C:13]=3[CH2:12]2)=[O:10])[CH:4]=1)#[CH:2].[Na].O=C1O[C@H]([C@H](CO)O)C(O)=C1O.[N:44]([Si](C)(C)C)=[N+:45]=[N-:46]. The catalyst is CN(C)C=O.O.O.O.O.O.O.S([O-])([O-])(=O)=O.[Cu+2]. The product is [CH2:28]1[C:27]2[C:22](=[CH:23][CH:24]=[CH:25][CH:26]=2)[CH2:21][CH:20]1[NH:19][C:16]1[N:17]=[CH:18][C:13]2[CH2:12][N:11]([C:9]([C:5]3[CH:4]=[C:3]([C:1]4[NH:46][N:45]=[N:44][CH:2]=4)[CH:8]=[CH:7][N:6]=3)=[O:10])[CH2:30][CH2:29][C:14]=2[N:15]=1. The yield is 0.220. (2) The reactants are [NH2:1][C:2]1[CH:6]=[C:5]([C:7]2[CH:12]=[CH:11][N:10]=[CH:9][CH:8]=2)[S:4][C:3]=1[C:13]([OH:15])=[O:14].[Cl:16][C:17]1[CH:22]=[CH:21][CH:20]=[C:19]([Cl:23])[C:18]=1[N:24]=[C:25]=[O:26].C(N(CC)CC)C.Cl. The catalyst is CN(C=O)C. The product is [Cl:16][C:17]1[CH:22]=[CH:21][CH:20]=[C:19]([Cl:23])[C:18]=1[NH:24][C:25]([NH:1][C:2]1[CH:6]=[C:5]([C:7]2[CH:8]=[CH:9][N:10]=[CH:11][CH:12]=2)[S:4][C:3]=1[C:13]([OH:15])=[O:14])=[O:26]. The yield is 1.00. (3) The reactants are [Cl:1][C:2]1[CH:7]=[C:6]([F:8])[CH:5]=[CH:4][C:3]=1[OH:9].F[C:11]1[CH:18]=[CH:17][CH:16]=[C:15]([C:19]([F:22])([F:21])[F:20])[C:12]=1[CH:13]=[O:14].C([O-])([O-])=O.[Cs+].[Cs+].O. The catalyst is CN(C=O)C. The product is [Cl:1][C:2]1[CH:7]=[C:6]([F:8])[CH:5]=[CH:4][C:3]=1[O:9][C:11]1[CH:18]=[CH:17][CH:16]=[C:15]([C:19]([F:20])([F:22])[F:21])[C:12]=1[CH:13]=[O:14]. The yield is 0.790. (4) The reactants are [Br:1][C:2]1[C:3]([N:16]([CH3:21])[S:17]([CH3:20])(=[O:19])=[O:18])=[CH:4][C:5]2[O:9][C:8](I)=[C:7]([C:11]([NH:13][CH3:14])=[O:12])[C:6]=2[CH:15]=1.[F:22][C:23]([F:34])([F:33])[C:24]1[N:29]=[CH:28][C:27](B(O)O)=[CH:26][CH:25]=1.C([O-])([O-])=O.[Na+].[Na+].O. The catalyst is O1CCOCC1.O.C1C=CC(P(C2C=CC=CC=2)[C-]2C=CC=C2)=CC=1.C1C=CC(P(C2C=CC=CC=2)[C-]2C=CC=C2)=CC=1.Cl[Pd]Cl.[Fe+2]. The product is [Br:1][C:2]1[C:3]([N:16]([CH3:21])[S:17]([CH3:20])(=[O:19])=[O:18])=[CH:4][C:5]2[O:9][C:8]([C:27]3[CH:28]=[N:29][C:24]([C:23]([F:34])([F:33])[F:22])=[CH:25][CH:26]=3)=[C:7]([C:11]([NH:13][CH3:14])=[O:12])[C:6]=2[CH:15]=1. The yield is 0.900. (5) The reactants are N[C:2]1[C:9]([F:10])=[CH:8][C:5]([CH:6]=[O:7])=[C:4]([F:11])[C:3]=1[Br:12].N([O-])=O.[Na+].C(OCC)(=O)C. The catalyst is C(O)(=O)C.P(P(O)(O)=O)(O)(O)=O.O. The product is [Br:12][C:3]1[C:4]([F:11])=[C:5]([CH:8]=[C:9]([F:10])[CH:2]=1)[CH:6]=[O:7]. The yield is 0.440. (6) The reactants are [CH2:1]([O:8][CH2:9][C@H:10]1[CH2:15][N:14]([C:16]2[C:25]3[C:20](=[CH:21][C:22]([CH3:26])=[CH:23][CH:24]=3)[N:19]=[C:18]([C:27]3[CH:32]=[CH:31][CH:30]=[CH:29][C:28]=3[OH:33])[N:17]=2)[CH2:13][CH2:12][N:11]1C(OC(C)(C)C)=O)[C:2]1[CH:7]=[CH:6][CH:5]=[CH:4][CH:3]=1.C(O)(C(F)(F)F)=O. The catalyst is C(Cl)Cl. The product is [CH2:1]([O:8][CH2:9][C@@H:10]1[NH:11][CH2:12][CH2:13][N:14]([C:16]2[C:25]3[C:20](=[CH:21][C:22]([CH3:26])=[CH:23][CH:24]=3)[N:19]=[C:18]([C:27]3[CH:32]=[CH:31][CH:30]=[CH:29][C:28]=3[OH:33])[N:17]=2)[CH2:15]1)[C:2]1[CH:7]=[CH:6][CH:5]=[CH:4][CH:3]=1. The yield is 0.920. (7) The reactants are Br[C:2]1[CH:3]=[N:4][N:5]2[CH:10]=[CH:9][C:8]([C:11]([N:13]([C:15]3[CH:20]=[CH:19][C:18]([C:21]#[N:22])=[CH:17][CH:16]=3)[CH3:14])=[O:12])=[CH:7][C:6]=12.[F:23][C:24]1[C:25]([NH2:39])=[N:26][CH:27]=[C:28](B2OC(C)(C)C(C)(C)O2)[CH:29]=1.C([O-])([O-])=O.[Na+].[Na+]. The catalyst is O1CCOCC1.[Pd].C1(P(C2C=CC=CC=2)C2C=CC=CC=2)C=CC=CC=1.C1(P(C2C=CC=CC=2)C2C=CC=CC=2)C=CC=CC=1.C1(P(C2C=CC=CC=2)C2C=CC=CC=2)C=CC=CC=1.C1(P(C2C=CC=CC=2)C2C=CC=CC=2)C=CC=CC=1. The product is [NH2:39][C:25]1[N:26]=[CH:27][C:28]([C:2]2[CH:3]=[N:4][N:5]3[CH:10]=[CH:9][C:8]([C:11]([N:13]([C:15]4[CH:20]=[CH:19][C:18]([C:21]#[N:22])=[CH:17][CH:16]=4)[CH3:14])=[O:12])=[CH:7][C:6]=23)=[CH:29][C:24]=1[F:23]. The yield is 0.370. (8) The reactants are N1C=NN=N1.[OH:6][C:7]1[C:8]([C:31]([CH3:34])([CH3:33])[CH3:32])=[CH:9][C:10]([C:27]([CH3:30])([CH3:29])[CH3:28])=[C:11]([NH:13][C:14]([C:16]2[C:25](=[O:26])[C:24]3[C:19](=[CH:20][CH:21]=[CH:22][CH:23]=3)[NH:18][CH:17]=2)=[O:15])[CH:12]=1.C(N(C(C)C)[P:39]([O:48][CH2:49][C:50]1[CH:55]=[CH:54][CH:53]=[CH:52][CH:51]=1)[O:40][CH2:41][C:42]1[CH:47]=[CH:46][CH:45]=[CH:44][CH:43]=1)(C)C.C([O:63]O)(C)(C)C. The catalyst is ClCCl. The product is [CH2:49]([O:48][P:39]([O:6][C:7]1[CH:12]=[C:11]([NH:13][C:14]([C:16]2[C:25](=[O:26])[C:24]3[C:19](=[CH:20][CH:21]=[CH:22][CH:23]=3)[NH:18][CH:17]=2)=[O:15])[C:10]([C:27]([CH3:28])([CH3:30])[CH3:29])=[CH:9][C:8]=1[C:31]([CH3:34])([CH3:33])[CH3:32])(=[O:63])[O:40][CH2:41][C:42]1[CH:43]=[CH:44][CH:45]=[CH:46][CH:47]=1)[C:50]1[CH:51]=[CH:52][CH:53]=[CH:54][CH:55]=1. The yield is 0.610.